Predict the product of the given reaction. From a dataset of Forward reaction prediction with 1.9M reactions from USPTO patents (1976-2016). (1) Given the reactants [N+:1]([C:4]1[CH:12]=[CH:11][CH:10]=[C:9]2[C:5]=1[CH:6]=[N:7][NH:8]2)([O-])=O.[BH4-].[Na+], predict the reaction product. The product is: [NH:8]1[C:9]2[CH:10]=[CH:11][CH:12]=[C:4]([NH2:1])[C:5]=2[CH:6]=[N:7]1. (2) Given the reactants [C:1]([C:5]1[CH:10]=[CH:9][CH:8]=[CH:7][C:6]=1[C:11]1[C:19]2[C:14](=[CH:15][CH:16]=[CH:17][CH:18]=2)[NH:13][CH:12]=1)([CH3:4])([CH3:3])[CH3:2].C[Si]([N-][Si](C)(C)C)(C)C.[Na+].[N:30]([C:33]1[CH:38]=[CH:37][C:36]([CH3:39])=[CH:35][CH:34]=1)=[C:31]=[O:32].C(O)(=O)C, predict the reaction product. The product is: [C:1]([C:5]1[CH:10]=[CH:9][CH:8]=[CH:7][C:6]=1[C:11]1[C:19]2[C:14](=[CH:15][CH:16]=[CH:17][CH:18]=2)[N:13]([C:31]([NH:30][C:33]2[CH:38]=[CH:37][C:36]([CH3:39])=[CH:35][CH:34]=2)=[O:32])[CH:12]=1)([CH3:4])([CH3:2])[CH3:3]. (3) Given the reactants [OH:1][CH:2]1[CH2:11][CH2:10][NH:9][C:8]2[N:7]=[CH:6][C:5]([C:12]3[CH:17]=[CH:16][C:15]([C:18]([N:20]4[CH2:25][CH2:24][N:23]([CH3:26])[CH2:22][CH2:21]4)=[O:19])=[CH:14][CH:13]=3)=[CH:4][C:3]1=2.[Cl:27][C:28]1[CH:29]=[C:30](O)[CH:31]=[C:32]([Cl:34])[CH:33]=1, predict the reaction product. The product is: [Cl:27][C:28]1[CH:29]=[C:30]([CH:31]=[C:32]([Cl:34])[CH:33]=1)[O:1][CH:2]1[CH2:11][CH2:10][NH:9][C:8]2[N:7]=[CH:6][C:5]([C:12]3[CH:13]=[CH:14][C:15]([C:18]([N:20]4[CH2:21][CH2:22][N:23]([CH3:26])[CH2:24][CH2:25]4)=[O:19])=[CH:16][CH:17]=3)=[CH:4][C:3]1=2.